This data is from Reaction yield outcomes from USPTO patents with 853,638 reactions. The task is: Predict the reaction yield, written as a fraction of the theoretical maximum amount of product (1.0 means a 100% yield; for example, 0.34 means a 34% yield). (1) The reactants are I[C:2]1[N:9]2[C:5]([S:6][C:7]([C:10]3[CH:11]=[C:12]4[C:16](=[CH:17][CH:18]=3)[NH:15][CH:14]=[CH:13]4)=[N:8]2)=[N:4][CH:3]=1.CC1(C)C(C)(C)OB([C:27]2[CH:28]=[C:29]([C:34]([F:37])([F:36])[F:35])[C:30]([NH2:33])=[N:31][CH:32]=2)O1.C([O-])([O-])=O.[Na+].[Na+]. The catalyst is O1CCOCC1.Cl[Pd](Cl)([P](C1C=CC=CC=1)(C1C=CC=CC=1)C1C=CC=CC=1)[P](C1C=CC=CC=1)(C1C=CC=CC=1)C1C=CC=CC=1. The product is [NH:15]1[C:16]2[C:12](=[CH:11][C:10]([C:7]3[S:6][C:5]4=[N:4][CH:3]=[C:2]([C:27]5[CH:28]=[C:29]([C:34]([F:37])([F:36])[F:35])[C:30]([NH2:33])=[N:31][CH:32]=5)[N:9]4[N:8]=3)=[CH:18][CH:17]=2)[CH:13]=[CH:14]1. The yield is 0.120. (2) The reactants are [Cl:1][C:2]1[N:7]=[C:6](Cl)[C:5]([Cl:9])=[CH:4][N:3]=1.[CH2:10]([C:17]1[CH:18]=[C:19]([NH2:22])[NH:20][N:21]=1)[C:11]1[CH:16]=[CH:15][CH:14]=[CH:13][CH:12]=1.C(N(CC)CC)C. The catalyst is CCO. The product is [CH2:10]([C:17]1[CH:18]=[C:19]([NH:22][C:6]2[C:5]([Cl:9])=[CH:4][N:3]=[C:2]([Cl:1])[N:7]=2)[NH:20][N:21]=1)[C:11]1[CH:12]=[CH:13][CH:14]=[CH:15][CH:16]=1. The yield is 0.890. (3) The reactants are [Br:1][C:2]1[CH:7]=[CH:6][C:5]([OH:8])=[CH:4][CH:3]=1.[H-].[Na+].CC1C=CC(S(O[C@H:22]2[CH2:25][C@@H:24]([N:26]3[CH2:31][CH2:30][CH2:29][CH2:28][CH2:27]3)[CH2:23]2)(=O)=O)=CC=1. The catalyst is CN(C)C=O. The product is [Br:1][C:2]1[CH:7]=[CH:6][C:5]([O:8][C@H:22]2[CH2:25][C@H:24]([N:26]3[CH2:31][CH2:30][CH2:29][CH2:28][CH2:27]3)[CH2:23]2)=[CH:4][CH:3]=1. The yield is 0.520. (4) The reactants are [CH3:1][C:2]1[CH:7]=[CH:6][N:5]=[CH:4][C:3]=1[C:8]1[S:9][CH:10]=[C:11]([C:13]([O:15]CC)=O)[N:12]=1.BrCC(=O)C(O)=O.C[C:26]1[CH:31]=[CH:30][N:29]=[CH:28][C:27]=1C(=S)N.C(N(CC)CC)C. The catalyst is C(O)C. The product is [CH3:1][C:2]1[CH:7]=[CH:6][N:5]=[CH:4][C:3]=1[C:8]1[S:9][CH:10]=[C:11]([C:13]([N:29]2[CH2:30][CH2:31][CH2:26][CH2:27][CH2:28]2)=[O:15])[N:12]=1. The yield is 0.550.